Dataset: Reaction yield outcomes from USPTO patents with 853,638 reactions. Task: Predict the reaction yield, written as a fraction of the theoretical maximum amount of product (1.0 means a 100% yield; for example, 0.34 means a 34% yield). (1) The reactants are [F:1][C:2]1[CH:7]=[CH:6][C:5]([F:8])=[CH:4][C:3]=1[C@H:9]1[CH2:13][CH2:12][CH2:11][N:10]1[C:14]1[CH:19]=[CH:18][N:17]2[N:20]=[CH:21][C:22]([NH2:23])=[C:16]2[N:15]=1.[N:24]([C:27]([CH3:30])([CH3:29])[CH3:28])=[C:25]=[O:26].CCN(C(C)C)C(C)C. The catalyst is C(Cl)Cl. The product is [C:27]([NH:24][C:25]([NH:23][C:22]1[CH:21]=[N:20][N:17]2[CH:18]=[CH:19][C:14]([N:10]3[CH2:11][CH2:12][CH2:13][C@@H:9]3[C:3]3[CH:4]=[C:5]([F:8])[CH:6]=[CH:7][C:2]=3[F:1])=[N:15][C:16]=12)=[O:26])([CH3:30])([CH3:29])[CH3:28]. The yield is 0.820. (2) The reactants are [CH3:1][C:2]1([CH3:33])[CH2:8][C:7](=O)[CH2:6][CH2:5][C:4]([CH3:11])([CH3:10])[P:3]1[C:12]1[CH:17]=[CH:16][CH:15]=[CH:14][C:13]=1[C:18]1[C:23]([CH:24]([CH3:26])[CH3:25])=[CH:22][C:21]([CH:27]([CH3:29])[CH3:28])=[CH:20][C:19]=1[CH:30]([CH3:32])[CH3:31].C(O)COCCO.O.NN.[OH-].[K+]. The catalyst is CCCCCCC.C(OCC)(=O)C. The product is [CH3:33][C:2]1([CH3:1])[CH2:8][CH2:7][CH2:6][CH2:5][C:4]([CH3:10])([CH3:11])[P:3]1[C:12]1[CH:17]=[CH:16][CH:15]=[CH:14][C:13]=1[C:18]1[C:19]([CH:30]([CH3:31])[CH3:32])=[CH:20][C:21]([CH:27]([CH3:29])[CH3:28])=[CH:22][C:23]=1[CH:24]([CH3:26])[CH3:25]. The yield is 0.790.